Dataset: Catalyst prediction with 721,799 reactions and 888 catalyst types from USPTO. Task: Predict which catalyst facilitates the given reaction. (1) Reactant: [Mg].C(Br)CBr.Br[C:7]1[CH:12]=[CH:11][C:10]([O:13][CH3:14])=[CH:9][CH:8]=1.[C:15]([O:19][C@@H:20]1[C@:28]2([CH3:29])[C@H:23]([CH2:24][C:25](=[O:30])[CH2:26][CH2:27]2)[CH2:22][CH2:21]1)([CH3:18])([CH3:17])[CH3:16].[Cl-].[NH4+]. Product: [CH3:14][O:13][C:10]1[CH:11]=[CH:12][C:7]([C@:25]2([OH:30])[CH2:24][C@H:23]3[C@@:28]([CH3:29])([C@@H:20]([O:19][C:15]([CH3:17])([CH3:16])[CH3:18])[CH2:21][CH2:22]3)[CH2:27][CH2:26]2)=[CH:8][CH:9]=1.[CH3:14][O:13][C:10]1[CH:11]=[CH:12][C:7]([C@@:25]2([OH:30])[CH2:24][C@H:23]3[C@@:28]([CH3:29])([C@@H:20]([O:19][C:15]([CH3:17])([CH3:16])[CH3:18])[CH2:21][CH2:22]3)[CH2:27][CH2:26]2)=[CH:8][CH:9]=1. The catalyst class is: 253. (2) Reactant: Cl[C:2]1[C:3]([CH:5]=[C:6]([NH:10][C:11]2[C:20]3[C:15](=[CH:16][C:17]([O:23][CH2:24][CH2:25][O:26][CH3:27])=[C:18]([O:21][CH3:22])[CH:19]=3)[N:14]=[CH:13][N:12]=2)[C:7](=[O:9])[CH:8]=1)=[O:4].[CH:28]1([NH:34][CH3:35])[CH2:33][CH2:32][CH2:31][CH2:30][CH2:29]1. Product: [CH:28]1([N:34]([CH3:35])[C:2]2[C:3]([CH:5]=[C:6]([NH:10][C:11]3[C:20]4[C:15](=[CH:16][C:17]([O:23][CH2:24][CH2:25][O:26][CH3:27])=[C:18]([O:21][CH3:22])[CH:19]=4)[N:14]=[CH:13][N:12]=3)[C:7](=[O:9])[CH:8]=2)=[O:4])[CH2:33][CH2:32][CH2:31][CH2:30][CH2:29]1. The catalyst class is: 216. (3) Reactant: [C:1]([C:3]1[CH:4]=[CH:5][C:6]2[O:10][C:9]([CH2:11][C:12]3[C:20]([O:21][CH3:22])=[CH:19][C:18]([CH3:23])=[C:17]4[C:13]=3[CH:14]=[CH:15][N:16]4[C:24]([O:26][C:27]([CH3:30])([CH3:29])[CH3:28])=[O:25])=[N:8][C:7]=2[CH:31]=1)#[N:2].CC(C)([O-])C.[K+].C1OCCOCCOCCOCCOCCOC1.[C:56]([O:60][CH2:61][CH3:62])(=[O:59])[CH:57]=[CH2:58].[Cl-].[NH4+]. The catalyst class is: 1. Product: [C:1]([C:3]1[CH:4]=[CH:5][C:6]2[O:10][C:9]([CH:11]([C:12]3[C:20]([O:21][CH3:22])=[CH:19][C:18]([CH3:23])=[C:17]4[C:13]=3[CH:14]=[CH:15][N:16]4[C:24]([O:26][C:27]([CH3:28])([CH3:30])[CH3:29])=[O:25])[CH2:58][CH2:57][C:56]([O:60][CH2:61][CH3:62])=[O:59])=[N:8][C:7]=2[CH:31]=1)#[N:2]. (4) Reactant: C1N=CN([C:6](N2C=NC=C2)=[O:7])C=1.[CH2:13]([O:15][C:16](=[O:35])[C@H:17]([OH:34])[CH2:18][NH:19][C:20]1[CH:25]=[CH:24][C:23]([N:26]2[CH:31]=[CH:30][C:29](=[O:32])[CH2:28][CH2:27]2)=[C:22]([F:33])[CH:21]=1)[CH3:14]. Product: [CH2:13]([O:15][C:16]([CH:17]1[O:34][C:6](=[O:7])[N:19]([C:20]2[CH:25]=[CH:24][C:23]([N:26]3[CH:27]=[CH:28][C:29](=[O:32])[CH2:30][CH2:31]3)=[C:22]([F:33])[CH:21]=2)[CH2:18]1)=[O:35])[CH3:14]. The catalyst class is: 10. (5) Reactant: [F:1][C:2]1[CH:7]=[CH:6][C:5]([C:8](=[O:15])[CH2:9][C:10]([O:12][CH2:13][CH3:14])=[O:11])=[CH:4][CH:3]=1.[Br:16]N1C(=O)CCC1=O.C([O-])(=O)C.[NH4+]. Product: [Br:16][CH:9]([C:8]([C:5]1[CH:4]=[CH:3][C:2]([F:1])=[CH:7][CH:6]=1)=[O:15])[C:10]([O:12][CH2:13][CH3:14])=[O:11]. The catalyst class is: 27. (6) Reactant: [F:1][C:2]1[C:7]([F:8])=[CH:6][CH:5]=[CH:4][C:3]=1[CH2:9][CH2:10][C:11]1[N:12]([CH2:22][C:23]([OH:25])=O)[C:13]2[C:18]([C:19](=[O:21])[N:20]=1)=[CH:17][CH:16]=[CH:15][CH:14]=2.[CH3:26][C:27]([N:33]1[CH2:38][CH2:37][CH:36]([NH:39][CH2:40][C:41]2[CH:46]=[CH:45][C:44]([C:47]3[CH:52]=[CH:51][C:50]([C:53]([F:56])([F:55])[F:54])=[CH:49][CH:48]=3)=[CH:43][CH:42]=2)[CH2:35][CH2:34]1)([CH3:32])[C:28]([O:30][CH3:31])=[O:29].CCN(C(C)C)C(C)C.CN(C(ON1N=NC2C=CC=NC1=2)=[N+](C)C)C.F[P-](F)(F)(F)(F)F. Product: [F:1][C:2]1[C:7]([F:8])=[CH:6][CH:5]=[CH:4][C:3]=1[CH2:9][CH2:10][C:11]1[N:12]([CH2:22][C:23]([N:39]([CH2:40][C:41]2[CH:46]=[CH:45][C:44]([C:47]3[CH:48]=[CH:49][C:50]([C:53]([F:56])([F:54])[F:55])=[CH:51][CH:52]=3)=[CH:43][CH:42]=2)[CH:36]2[CH2:37][CH2:38][N:33]([C:27]([CH3:26])([CH3:32])[C:28]([O:30][CH3:31])=[O:29])[CH2:34][CH2:35]2)=[O:25])[C:13]2[C:18]([C:19](=[O:21])[N:20]=1)=[CH:17][CH:16]=[CH:15][CH:14]=2. The catalyst class is: 10.